This data is from Catalyst prediction with 721,799 reactions and 888 catalyst types from USPTO. The task is: Predict which catalyst facilitates the given reaction. (1) Reactant: [Cl:1][C:2]1[CH:7]=[CH:6][C:5]([CH:8](O)[C:9]2[C:10]([CH3:29])=[N:11][N:12]([C:19]3[C:20]([O:27][CH3:28])=[N:21][C:22]([O:25][CH3:26])=[N:23][CH:24]=3)[C:13]=2[C:14]([O:16][CH2:17][CH3:18])=[O:15])=[CH:4][CH:3]=1.[NH2:31][C:32]1[CH:33]=[C:34]([CH3:40])[C:35](=[O:39])[N:36]([CH3:38])[CH:37]=1. Product: [Cl:1][C:2]1[CH:7]=[CH:6][C:5]([CH:8]([NH:31][C:32]2[CH:33]=[C:34]([CH3:40])[C:35](=[O:39])[N:36]([CH3:38])[CH:37]=2)[C:9]2[C:10]([CH3:29])=[N:11][N:12]([C:19]3[C:20]([O:27][CH3:28])=[N:21][C:22]([O:25][CH3:26])=[N:23][CH:24]=3)[C:13]=2[C:14]([O:16][CH2:17][CH3:18])=[O:15])=[CH:4][CH:3]=1. The catalyst class is: 61. (2) Reactant: Cl[CH2:2][CH2:3][CH2:4][S:5]([O:8][CH2:9][C:10]([CH3:36])([CH3:35])[C@@H:11]([O:27][CH2:28][C:29]1[CH:34]=[CH:33][CH:32]=[CH:31][CH:30]=1)[C:12]([O:14][CH2:15][CH2:16][O:17][C:18]([O:20][CH:21]1[CH2:26][CH2:25][CH2:24][CH2:23][CH2:22]1)=[O:19])=[O:13])(=[O:7])=[O:6].[N-:37]=[N+:38]=[N-:39].[Na+]. The catalyst class is: 16. Product: [N:37]([CH2:2][CH2:3][CH2:4][S:5]([O:8][CH2:9][C:10]([CH3:36])([CH3:35])[C@@H:11]([O:27][CH2:28][C:29]1[CH:34]=[CH:33][CH:32]=[CH:31][CH:30]=1)[C:12]([O:14][CH2:15][CH2:16][O:17][C:18]([O:20][CH:21]1[CH2:26][CH2:25][CH2:24][CH2:23][CH2:22]1)=[O:19])=[O:13])(=[O:7])=[O:6])=[N+:38]=[N-:39]. (3) Reactant: [F:1][C:2]([F:22])([F:21])[C:3]1[CH:8]=[CH:7][N:6]=[C:5]([C:9]2([CH2:12][NH:13]C(=O)OC(C)(C)C)[CH2:11][CH2:10]2)[N:4]=1.[ClH:23]. Product: [ClH:23].[F:22][C:2]([F:1])([F:21])[C:3]1[CH:8]=[CH:7][N:6]=[C:5]([C:9]2([CH2:12][NH2:13])[CH2:11][CH2:10]2)[N:4]=1. The catalyst class is: 12. (4) Reactant: [NH2:1][C@@H:2]([C:7]([CH3:10])([CH3:9])[CH3:8])[C:3]([O:5][CH3:6])=[O:4].CCN(C(C)C)C(C)C.F[C:21]([O:23][C:24]12[CH2:33][CH:28]3[CH2:29][CH:30]([CH2:32][CH:26]([CH2:27]3)[CH2:25]1)[CH2:31]2)=[O:22]. Product: [CH3:6][O:5][C:3](=[O:4])[C@@H:2]([NH:1][C:21]([O:23][C:24]12[CH2:33][CH:28]3[CH2:27][CH:26]([CH2:32][CH:30]([CH2:29]3)[CH2:31]1)[CH2:25]2)=[O:22])[C:7]([CH3:10])([CH3:9])[CH3:8]. The catalyst class is: 2. (5) Reactant: [SH:1][CH2:2][C:3]([NH2:5])=[O:4].[CH2:6]([O:13][CH2:14][C@H:15]([CH3:34])[CH2:16][C:17]1[N:22]=[C:21](Cl)[C:20]([C:24]#[N:25])=[C:19]([C:26]2[CH:31]=[CH:30][C:29]([Cl:32])=[C:28]([Cl:33])[CH:27]=2)[N:18]=1)[C:7]1[CH:12]=[CH:11][CH:10]=[CH:9][CH:8]=1.C([O-])([O-])=O.[K+].[K+]. Product: [NH2:25][C:24]1[C:20]2[C:19]([C:26]3[CH:31]=[CH:30][C:29]([Cl:32])=[C:28]([Cl:33])[CH:27]=3)=[N:18][C:17]([CH2:16][C@@H:15]([CH3:34])[CH2:14][O:13][CH2:6][C:7]3[CH:8]=[CH:9][CH:10]=[CH:11][CH:12]=3)=[N:22][C:21]=2[S:1][C:2]=1[C:3]([NH2:5])=[O:4]. The catalyst class is: 8. (6) Reactant: [OH:1][N:2]=[C:3](Cl)[C:4]1[CH:15]=[CH:14][C:7]2[B:8]([OH:13])[O:9][C:10]([CH3:12])([CH3:11])[C:6]=2[CH:5]=1.[Cl:17][C:18]1[CH:23]=[C:22]([C:24]([C:26]([F:29])([F:28])[F:27])=[CH2:25])[C:21]([F:30])=[C:20]([Cl:31])[C:19]=1[F:32]. Product: [Cl:31][C:20]1[C:21]([F:30])=[C:22]([C:24]2([C:26]([F:29])([F:28])[F:27])[O:1][N:2]=[C:3]([C:4]3[CH:15]=[CH:14][C:7]4[B:8]([OH:13])[O:9][C:10]([CH3:12])([CH3:11])[C:6]=4[CH:5]=3)[CH2:25]2)[CH:23]=[C:18]([Cl:17])[C:19]=1[F:32]. The catalyst class is: 3. (7) Reactant: [Cl:1][C:2]1[CH:7]=[CH:6][N:5]=[C:4]2[NH:8][C:9]([C:11]3[CH:16]=[CH:15][C:14]([C:17]([N:19]4[CH2:24][CH2:23][O:22][CH2:21][CH2:20]4)=O)=[CH:13][CH:12]=3)=[N:10][C:3]=12. Product: [Cl:1][C:2]1[CH:7]=[CH:6][N:5]=[C:4]2[NH:8][C:9]([C:11]3[CH:12]=[CH:13][C:14]([CH2:17][N:19]4[CH2:24][CH2:23][O:22][CH2:21][CH2:20]4)=[CH:15][CH:16]=3)=[N:10][C:3]=12. The catalyst class is: 5. (8) Reactant: C1COCC1.[Li+].[BH4-].[CH3:8][CH:9]1[CH2:14][CH2:13][C:12](=[O:15])[CH2:11][N:10]1[C:16]([O:18][CH2:19][C:20]1[CH:25]=[CH:24][CH:23]=[CH:22][CH:21]=1)=[O:17]. Product: [CH2:19]([O:18][C:16]([N:10]1[CH2:11][CH:12]([OH:15])[CH2:13][CH2:14][CH:9]1[CH3:8])=[O:17])[C:20]1[CH:25]=[CH:24][CH:23]=[CH:22][CH:21]=1. The catalyst class is: 5.